Dataset: Forward reaction prediction with 1.9M reactions from USPTO patents (1976-2016). Task: Predict the product of the given reaction. (1) Given the reactants C[O:2][C:3](=[O:18])[CH2:4][C:5]1[CH:14]=[C:13]([OH:15])[C:12]2[C:7](=[CH:8][CH:9]=[C:10]([F:16])[CH:11]=2)[C:6]=1[F:17].Br[C:20]1[CH:25]=[CH:24][C:23]([S:26]([CH2:29][CH3:30])(=[O:28])=[O:27])=[CH:22][N:21]=1, predict the reaction product. The product is: [F:17][C:6]1[C:7]2[C:12](=[CH:11][C:10]([F:16])=[CH:9][CH:8]=2)[C:13]([O:15][C:20]2[CH:25]=[CH:24][C:23]([S:26]([CH2:29][CH3:30])(=[O:27])=[O:28])=[CH:22][N:21]=2)=[CH:14][C:5]=1[CH2:4][C:3]([OH:2])=[O:18]. (2) Given the reactants Br[C:2]1[CH:3]=[CH:4][C:5]2[N:6]([C:8]([C:11]3[CH:16]=[CH:15][CH:14]=[CH:13][C:12]=3[O:17][CH3:18])=[N:9][N:10]=2)[CH:7]=1.[C:19]([O:23][C:24]([NH:26][C:27]1[CH:28]=[C:29](B(O)O)[CH:30]=[CH:31][CH:32]=1)=[O:25])([CH3:22])([CH3:21])[CH3:20], predict the reaction product. The product is: [C:19]([O:23][C:24]([NH:26][C:27]1[CH:32]=[C:31]([C:2]2[CH:3]=[CH:4][C:5]3[N:6]([C:8]([C:11]4[CH:16]=[CH:15][CH:14]=[CH:13][C:12]=4[O:17][CH3:18])=[N:9][N:10]=3)[CH:7]=2)[CH:30]=[CH:29][CH:28]=1)=[O:25])([CH3:22])([CH3:20])[CH3:21].